This data is from Reaction yield outcomes from USPTO patents with 853,638 reactions. The task is: Predict the reaction yield, written as a fraction of the theoretical maximum amount of product (1.0 means a 100% yield; for example, 0.34 means a 34% yield). (1) The reactants are [H-].[Al+3].[Li+].[H-].[H-].[H-].[CH3:7][C:8]1[O:12][C:11]([C:13]2[CH:18]=[CH:17][CH:16]=[CH:15][CH:14]=2)=[N:10][C:9]=1[CH:19]=[CH:20][C:21](OCC)=[O:22].C(O)(C)C.Cl. The catalyst is C1COCC1.CCOCC.O. The product is [CH3:7][C:8]1[O:12][C:11]([C:13]2[CH:18]=[CH:17][CH:16]=[CH:15][CH:14]=2)=[N:10][C:9]=1[CH:19]=[CH:20][CH2:21][OH:22]. The yield is 0.520. (2) The reactants are [CH3:1][C:2]1[C:3]([C:23](OCC)=[O:24])=[CH:4][N:5]([S:13]([C:16]2[CH:21]=[CH:20][CH:19]=[C:18]([CH3:22])[CH:17]=2)(=[O:15])=[O:14])[C:6]=1[C:7]1[CH:12]=[CH:11][CH:10]=[CH:9][CH:8]=1.[H-].C([Al+]CC(C)C)C(C)C.Cl. The catalyst is O1CCCC1.C1(C)C=CC=CC=1. The product is [CH3:1][C:2]1[C:3]([CH:23]=[O:24])=[CH:4][N:5]([S:13]([C:16]2[CH:21]=[CH:20][CH:19]=[C:18]([CH3:22])[CH:17]=2)(=[O:15])=[O:14])[C:6]=1[C:7]1[CH:8]=[CH:9][CH:10]=[CH:11][CH:12]=1. The yield is 0.800.